From a dataset of Full USPTO retrosynthesis dataset with 1.9M reactions from patents (1976-2016). Predict the reactants needed to synthesize the given product. Given the product [Cl:1][C:2]1[CH:7]=[C:6]([NH:10][C:11]2[CH:20]=[CH:19][C:18]([N:21]3[CH2:26][CH2:25][N:24]([CH2:27][CH2:28][OH:29])[CH2:23][CH2:22]3)=[CH:17][C:12]=2[C:13]([NH:15][CH3:16])=[O:14])[C:5]([Cl:9])=[CH:4][N:3]=1, predict the reactants needed to synthesize it. The reactants are: [Cl:1][C:2]1[CH:7]=[C:6](I)[C:5]([Cl:9])=[CH:4][N:3]=1.[NH2:10][C:11]1[CH:20]=[CH:19][C:18]([N:21]2[CH2:26][CH2:25][N:24]([CH2:27][CH2:28][OH:29])[CH2:23][CH2:22]2)=[CH:17][C:12]=1[C:13]([NH:15][CH3:16])=[O:14].